From a dataset of Forward reaction prediction with 1.9M reactions from USPTO patents (1976-2016). Predict the product of the given reaction. (1) Given the reactants [Cl:1][C:2]1[CH:3]=[C:4]2[C:9](=[CH:10][CH:11]=1)[N:8]=[C:7]([C:12]1[S:13][CH:14]=[CH:15][CH:16]=1)[CH:6]=[C:5]2[C:17]([OH:19])=O.CN(C(ON1[N:36]=[N:35][C:30]2[CH:31]=[CH:32][CH:33]=[CH:34]C1=2)=[N+](C)C)C.F[P-](F)(F)(F)(F)F.C1C=CC2N([OH:53])N=NC=2C=1.C[N:55]([C:57]([O:61]N1N=NC2C=CC=NC1=2)=[N+](C)C)C.F[P-](F)(F)(F)(F)F.C1C=NC2N(O)N=NC=2C=1, predict the reaction product. The product is: [Cl:1][C:2]1[CH:3]=[C:4]2[C:9](=[CH:10][CH:11]=1)[N:8]=[C:7]([C:12]1[S:13][CH:14]=[CH:15][CH:16]=1)[CH:6]=[C:5]2[C:17]([NH:55][C:57]1[O:61][C:30]([C:31]2[O:53][CH:34]=[CH:33][CH:32]=2)=[N:35][N:36]=1)=[O:19]. (2) Given the reactants [C:1]([O:5][C:6]([NH:8][C:9]([N:18]1[CH:22]=[CH:21][CH:20]=N1)=[N:10][C:11]([O:13][C:14]([CH3:17])([CH3:16])[CH3:15])=[O:12])=[O:7])([CH3:4])([CH3:3])[CH3:2].[CH:23]1([CH2:29][O:30][C:31]2[CH:32]=C(CN)C=[CH:35][CH:36]=2)[CH2:28][CH2:27][CH2:26][CH2:25][CH2:24]1, predict the reaction product. The product is: [C:14]([O:13][C:11](=[O:12])/[N:10]=[C:9](\[NH:8][C:6]([O:5][C:1]([CH3:2])([CH3:3])[CH3:4])=[O:7])/[NH:18][CH2:22][C:21]1[CH:20]=[CH:35][CH:36]=[C:31]([O:30][CH2:29][CH:23]2[CH2:28][CH2:27][CH2:26][CH2:25][CH2:24]2)[CH:32]=1)([CH3:15])([CH3:16])[CH3:17]. (3) The product is: [OH:22][CH2:21][CH2:20][N:17]1[C:5]2[C:6]([O:8][C@@H:9]([C@H:11]3[CH2:15][NH:14][C:13](=[O:16])[CH2:12]3)[CH3:10])=[N:7][C:2]([C:36]3[CH:37]=[CH:38][C:33]([N:30]4[CH2:31][CH2:32][N:27]([CH:25]5[CH2:26][O:23][CH2:24]5)[CH2:28][CH2:29]4)=[CH:34][CH:35]=3)=[CH:3][C:4]=2[N:19]=[CH:18]1. Given the reactants Cl[C:2]1[N:7]=[C:6]([O:8][C@@H:9]([C@H:11]2[CH2:15][NH:14][C:13](=[O:16])[CH2:12]2)[CH3:10])[C:5]2[N:17]([CH2:20][CH2:21][OH:22])[CH:18]=[N:19][C:4]=2[CH:3]=1.[O:23]1[CH2:26][CH:25]([N:27]2[CH2:32][CH2:31][N:30]([C:33]3[CH:38]=[CH:37][C:36](B4OC(C)(C)C(C)(C)O4)=[CH:35][CH:34]=3)[CH2:29][CH2:28]2)[CH2:24]1.C(=O)([O-])[O-].[Cs+].[Cs+].ClCCl, predict the reaction product. (4) Given the reactants [CH3:1][O:2][C:3]([C:5]1[CH:13]=[C:12]2[C:8]([CH:9]=[N:10][NH:11]2)=[CH:7][CH:6]=1)=[O:4].[N+:14]([O-])([OH:16])=[O:15].CC(OC(C)=O)=O, predict the reaction product. The product is: [CH3:1][O:2][C:3]([C:5]1[CH:6]=[CH:7][C:8]2[C:12]([CH:13]=1)=[N:11][N:10]([N+:14]([O-:16])=[O:15])[CH:9]=2)=[O:4]. (5) The product is: [C:1]([C:9]1[CH:18]=[CH:17][C:12]2[N:13]([CH2:26][CH2:27][O:28][C:29]3[CH:43]=[CH:42][C:32]([O:33][C:34]([CH3:41])([CH3:40])[C:35]([O:37][CH2:38][CH3:39])=[O:36])=[CH:31][CH:30]=3)[C:14](=[O:20])[S:15][C:11]=2[CH:10]=1)(=[O:8])[C:2]1[CH:7]=[CH:6][CH:5]=[CH:4][CH:3]=1. Given the reactants [C:1]([C:9]1[CH:18]=[CH:17][C:12]2[N:13]=[CH:14][S:15](=O)[C:11]=2[CH:10]=1)(=[O:8])[C:2]1[CH:7]=[CH:6][CH:5]=[CH:4][CH:3]=1.C([O-])([O-])=[O:20].[K+].[K+].Cl[CH2:26][CH2:27][O:28][C:29]1[CH:43]=[CH:42][C:32]([O:33][C:34]([CH3:41])([CH3:40])[C:35]([O:37][CH2:38][CH3:39])=[O:36])=[CH:31][CH:30]=1.[OH-].[Na+], predict the reaction product. (6) The product is: [CH2:1]([O:3][C:4](=[O:22])[CH2:5][C:6]1[CH:11]=[CH:10][CH:9]=[C:8]([O:12][C:13]2[CH:18]=[CH:17][C:16]([Br:19])=[CH:15][C:14]=2[CH2:20][S:33][C:24]2[CH:25]=[CH:26][C:27]3[C:32](=[CH:31][CH:30]=[CH:29][CH:28]=3)[N:23]=2)[CH:7]=1)[CH3:2]. Given the reactants [CH2:1]([O:3][C:4](=[O:22])[CH2:5][C:6]1[CH:11]=[CH:10][CH:9]=[C:8]([O:12][C:13]2[CH:18]=[CH:17][C:16]([Br:19])=[CH:15][C:14]=2[CH2:20]Br)[CH:7]=1)[CH3:2].[N:23]1[C:32]2[C:27](=[CH:28][CH:29]=[CH:30][CH:31]=2)[CH:26]=[CH:25][C:24]=1[SH:33], predict the reaction product. (7) Given the reactants [Cl:1][C:2]1[C:7]([Cl:8])=[C:6]([CH2:9]O)[CH:5]=[CH:4][N:3]=1.BrCC1C=CN=C(Cl)C=1Cl.[CH3:21][C:22]1[N:27]=[C:26]([SH:28])[N:25]=[C:24]([OH:29])[CH:23]=1, predict the reaction product. The product is: [Cl:1][C:2]1[C:7]([Cl:8])=[C:6]([CH2:9][S:28][C:26]2[N:25]=[C:24]([OH:29])[CH:23]=[C:22]([CH3:21])[N:27]=2)[CH:5]=[CH:4][N:3]=1. (8) Given the reactants [N:1]([CH2:4][C@@H:5]([NH:13][C:14](=[O:20])[O:15][C:16]([CH3:19])([CH3:18])[CH3:17])[CH2:6][CH:7]1[CH2:12][CH2:11][CH2:10][CH2:9][CH2:8]1)=[N+:2]=[N-:3].[H-].[Na+].[CH3:23]I, predict the reaction product. The product is: [N:1]([CH2:4][C@@H:5]([N:13]([CH3:23])[C:14](=[O:20])[O:15][C:16]([CH3:17])([CH3:19])[CH3:18])[CH2:6][CH:7]1[CH2:12][CH2:11][CH2:10][CH2:9][CH2:8]1)=[N+:2]=[N-:3]. (9) Given the reactants [Cl:1][C:2]1[C:26]2[O:25][C:9]3[C:10](=[O:24])[N:11]([C@@H:13]([CH2:17][CH:18]4[CH2:23][CH2:22][CH2:21][CH2:20][CH2:19]4)[C:14](O)=[O:15])[CH2:12][C:8]=3[CH2:7][C:6]=2[CH:5]=[CH:4][CH:3]=1.[NH2:27][C:28]1[S:29][CH:30]=[CH:31][N:32]=1.ON1C2C=CC=CC=2N=N1, predict the reaction product. The product is: [Cl:1][C:2]1[C:26]2[O:25][C:9]3[C:10](=[O:24])[N:11]([C@@H:13]([CH2:17][CH:18]4[CH2:23][CH2:22][CH2:21][CH2:20][CH2:19]4)[C:14]([NH:27][C:28]4[S:29][CH:30]=[CH:31][N:32]=4)=[O:15])[CH2:12][C:8]=3[CH2:7][C:6]=2[CH:5]=[CH:4][CH:3]=1.